This data is from Catalyst prediction with 721,799 reactions and 888 catalyst types from USPTO. The task is: Predict which catalyst facilitates the given reaction. (1) Reactant: [CH3:1][O:2][C:3]1[CH:12]=[C:11]([O:13][CH3:14])[CH:10]=[C:9]2[C:4]=1[C:5](=[O:32])[NH:6][C:7]([C:15]1[N:20]=[C:19]([N:21]3[CH2:26][CH2:25][N:24]([CH2:27][C:28]([O:30]C)=[O:29])[CH2:23][CH2:22]3)[CH:18]=[CH:17][CH:16]=1)=[N:8]2.[OH-].[Li+]. Product: [CH3:1][O:2][C:3]1[CH:12]=[C:11]([O:13][CH3:14])[CH:10]=[C:9]2[C:4]=1[C:5](=[O:32])[NH:6][C:7]([C:15]1[N:20]=[C:19]([N:21]3[CH2:22][CH2:23][N:24]([CH2:27][C:28]([OH:30])=[O:29])[CH2:25][CH2:26]3)[CH:18]=[CH:17][CH:16]=1)=[N:8]2. The catalyst class is: 278. (2) Reactant: [F:1][C:2]1[CH:3]=[C:4]([CH:6]=[CH:7][CH:8]=1)[NH2:5].F[C:10]1[CH:15]=[C:14]([F:16])[CH:13]=[CH:12][C:11]=1[N+:17]([O-:19])=[O:18].CC(C)([O-])C.[K+].O. Product: [F:16][C:14]1[CH:13]=[CH:12][C:11]([N+:17]([O-:19])=[O:18])=[C:10]([CH:15]=1)[NH:5][C:4]1[CH:6]=[CH:7][CH:8]=[C:2]([F:1])[CH:3]=1. The catalyst class is: 3. (3) Reactant: [F:1][C:2]1[CH:23]=[CH:22][C:5]([CH2:6][N:7]2[C:15](=[O:16])[C:14]3[C:9](=[CH:10][CH:11]=[CH:12][CH:13]=3)[CH:8]2[C:17]([O:19]CC)=[O:18])=[C:4]([O:24][CH3:25])[CH:3]=1.Cl. Product: [F:1][C:2]1[CH:23]=[CH:22][C:5]([CH2:6][N:7]2[C:15](=[O:16])[C:14]3[C:9](=[CH:10][CH:11]=[CH:12][CH:13]=3)[CH:8]2[C:17]([OH:19])=[O:18])=[C:4]([O:24][CH3:25])[CH:3]=1. The catalyst class is: 5. (4) Reactant: C[O:2][C:3](=[O:13])[C:4]1[CH:9]=[CH:8][C:7]([Br:10])=[C:6]([O:11][CH3:12])[CH:5]=1.C1COCC1.CO.[OH-].[Li+].Cl. Product: [Br:10][C:7]1[CH:8]=[CH:9][C:4]([C:3]([OH:13])=[O:2])=[CH:5][C:6]=1[O:11][CH3:12]. The catalyst class is: 6. (5) Reactant: [C:1]1([CH:7]2[CH2:12][CH2:11][NH:10][CH2:9][CH2:8]2)[CH:6]=[CH:5][CH:4]=[CH:3][CH:2]=1.N1C=CC=CC=1.[O:19]1CC[CH2:21][CH2:20]1.C(Cl)(=O)C. Product: [C:1]1([CH:7]2[CH2:8][CH2:9][N:10]([C:20](=[O:19])[CH3:21])[CH2:11][CH2:12]2)[CH:6]=[CH:5][CH:4]=[CH:3][CH:2]=1. The catalyst class is: 69. (6) Reactant: [H-].[Na+].[F:3][C:4]([F:26])([C:7]([F:25])([F:24])[C:8]([F:23])([F:22])[C:9]([F:21])([F:20])[C:10]([F:19])([F:18])[C:11]([F:17])([F:16])[C:12]([F:15])([F:14])[F:13])[CH2:5][OH:6].Cl[CH2:28][C:29]1([CH3:33])[CH2:32][O:31][CH2:30]1. Product: [F:3][C:4]([F:26])([C:7]([F:24])([F:25])[C:8]([F:22])([F:23])[C:9]([F:20])([F:21])[C:10]([F:18])([F:19])[C:11]([F:17])([F:16])[C:12]([F:15])([F:14])[F:13])[CH2:5][O:6][CH2:28][C:29]1([CH3:33])[CH2:32][O:31][CH2:30]1. The catalyst class is: 9.